Dataset: Forward reaction prediction with 1.9M reactions from USPTO patents (1976-2016). Task: Predict the product of the given reaction. (1) Given the reactants [O:1]=[C:2]1[C:10]2[C:5](=[CH:6][C:7]([C:11]([OH:13])=[O:12])=[CH:8][CH:9]=2)[C:4](=O)[O:3]1.C1COCC1.[CH3:20][NH2:21], predict the reaction product. The product is: [CH3:20][N:21]1[C:4](=[O:3])[C:5]2[C:10](=[CH:9][CH:8]=[C:7]([C:11]([OH:13])=[O:12])[CH:6]=2)[C:2]1=[O:1]. (2) Given the reactants C[C@@H]1CC[C@H](OC2C([C:22]([F:25])([F:24])[F:23])=C3C(=CC=2)C=C(C(O)=O)C=C3)CC1.I[C:27]1[C:36]([O:37][C@H:38]2[CH2:43][CH2:42][C@@H:41]([C:44]([F:47])([F:46])[F:45])[CH2:40][CH2:39]2)=[CH:35][CH:34]=[C:33]2[C:28]=1[CH:29]=[CH:30][C:31]([CH2:48][C:49]([O:51]C)=[O:50])=[CH:32]2, predict the reaction product. The product is: [F:23][C:22]([F:25])([F:24])[C:27]1[C:36]([O:37][C@H:38]2[CH2:43][CH2:42][C@@H:41]([C:44]([F:47])([F:45])[F:46])[CH2:40][CH2:39]2)=[CH:35][CH:34]=[C:33]2[C:28]=1[CH:29]=[CH:30][C:31]([CH2:48][C:49]([OH:51])=[O:50])=[CH:32]2.